From a dataset of NCI-60 drug combinations with 297,098 pairs across 59 cell lines. Regression. Given two drug SMILES strings and cell line genomic features, predict the synergy score measuring deviation from expected non-interaction effect. (1) Drug 1: CCC1(CC2CC(C3=C(CCN(C2)C1)C4=CC=CC=C4N3)(C5=C(C=C6C(=C5)C78CCN9C7C(C=CC9)(C(C(C8N6C=O)(C(=O)OC)O)OC(=O)C)CC)OC)C(=O)OC)O.OS(=O)(=O)O. Drug 2: CC1C(C(CC(O1)OC2CC(CC3=C2C(=C4C(=C3O)C(=O)C5=C(C4=O)C(=CC=C5)OC)O)(C(=O)CO)O)N)O.Cl. Cell line: UACC-257. Synergy scores: CSS=36.0, Synergy_ZIP=0.315, Synergy_Bliss=3.89, Synergy_Loewe=4.77, Synergy_HSA=5.03. (2) Synergy scores: CSS=3.86, Synergy_ZIP=-0.480, Synergy_Bliss=3.45, Synergy_Loewe=2.02, Synergy_HSA=2.02. Drug 2: CCCCC(=O)OCC(=O)C1(CC(C2=C(C1)C(=C3C(=C2O)C(=O)C4=C(C3=O)C=CC=C4OC)O)OC5CC(C(C(O5)C)O)NC(=O)C(F)(F)F)O. Drug 1: CC(C1=C(C=CC(=C1Cl)F)Cl)OC2=C(N=CC(=C2)C3=CN(N=C3)C4CCNCC4)N. Cell line: DU-145. (3) Drug 1: C1CCC(CC1)NC(=O)N(CCCl)N=O. Drug 2: C1=NC(=NC(=O)N1C2C(C(C(O2)CO)O)O)N. Cell line: COLO 205. Synergy scores: CSS=21.3, Synergy_ZIP=-7.92, Synergy_Bliss=2.82, Synergy_Loewe=-3.92, Synergy_HSA=-0.0579. (4) Drug 1: CC1=C(C=C(C=C1)C(=O)NC2=CC(=CC(=C2)C(F)(F)F)N3C=C(N=C3)C)NC4=NC=CC(=N4)C5=CN=CC=C5. Drug 2: CCC1(CC2CC(C3=C(CCN(C2)C1)C4=CC=CC=C4N3)(C5=C(C=C6C(=C5)C78CCN9C7C(C=CC9)(C(C(C8N6C)(C(=O)OC)O)OC(=O)C)CC)OC)C(=O)OC)O.OS(=O)(=O)O. Cell line: HL-60(TB). Synergy scores: CSS=38.5, Synergy_ZIP=5.74, Synergy_Bliss=8.12, Synergy_Loewe=20.2, Synergy_HSA=12.1.